From a dataset of Full USPTO retrosynthesis dataset with 1.9M reactions from patents (1976-2016). Predict the reactants needed to synthesize the given product. (1) Given the product [C:1]([O:5][C:6]([N:8]1[CH2:12][CH2:11][C@H:10]([O:13][Si:14]([C:17]([CH3:20])([CH3:19])[CH3:18])([CH3:16])[CH3:15])[C@H:9]1[C@H:21]([N:28]=[N+:29]=[N-:30])[CH3:22])=[O:7])([CH3:4])([CH3:3])[CH3:2], predict the reactants needed to synthesize it. The reactants are: [C:1]([O:5][C:6]([N:8]1[CH2:12][CH2:11][C@H:10]([O:13][Si:14]([C:17]([CH3:20])([CH3:19])[CH3:18])([CH3:16])[CH3:15])[C@H:9]1[C@@H:21](OS(C)(=O)=O)[CH3:22])=[O:7])([CH3:4])([CH3:3])[CH3:2].[N-:28]=[N+:29]=[N-:30].[Na+]. (2) Given the product [CH3:28][S:25]([C:22]1[CH:21]=[CH:20][C:19]([CH2:18][N:35]=[C:38]=[O:42])=[CH:24][CH:23]=1)(=[O:26])=[O:27], predict the reactants needed to synthesize it. The reactants are: C1(C(O)CCN2CCC(N(CC)C(=O)[CH2:18][C:19]3[CH:24]=[CH:23][C:22]([S:25]([CH3:28])(=[O:27])=[O:26])=[CH:21][CH:20]=3)CC2)C=CC=CC=1.C([N:35]([CH2:38]C)CC)C.CS(Cl)(=O)=[O:42]. (3) Given the product [CH:1]1([C:4]2[CH:9]=[C:8]([CH:10]=[O:11])[C:7]([O:12][CH2:13][CH3:14])=[CH:6][C:5]=2[C:15]2[CH:20]=[CH:19][CH:18]=[C:17]([F:21])[CH:16]=2)[CH2:3][CH2:2]1, predict the reactants needed to synthesize it. The reactants are: [CH:1]1([C:4]2[CH:9]=[C:8]([CH2:10][OH:11])[C:7]([O:12][CH2:13][CH3:14])=[CH:6][C:5]=2[C:15]2[CH:20]=[CH:19][CH:18]=[C:17]([F:21])[CH:16]=2)[CH2:3][CH2:2]1. (4) The reactants are: [OH:1]S(O)(=O)=O.[C:6]([O:10][C:11](=[O:27])[N:12]([CH2:16][C:17]1[CH:22]=[C:21]([CH2:23][CH2:24][OH:25])[CH:20]=[CH:19][C:18]=1[Cl:26])[CH:13]1[CH2:15][CH2:14]1)([CH3:9])([CH3:8])[CH3:7]. Given the product [C:6]([O:10][C:11]([N:12]([CH2:16][C:17]1[CH:22]=[C:21]([CH2:23][C:24]([OH:1])=[O:25])[CH:20]=[CH:19][C:18]=1[Cl:26])[CH:13]1[CH2:14][CH2:15]1)=[O:27])([CH3:9])([CH3:7])[CH3:8], predict the reactants needed to synthesize it. (5) The reactants are: [C:1]([C:3]1[CH:8]=[CH:7][CH:6]=[CH:5][C:4]=1[C:9]1[CH:14]=[CH:13][C:12]([CH2:15][CH:16]([C:22](=O)[CH2:23][CH2:24][CH3:25])[C:17](OCC)=[O:18])=[CH:11][CH:10]=1)#[N:2].[CH2:27]([O:30][CH:31]1[CH2:36][CH2:35][CH:34]([NH:37][C:38]2[NH:42][CH:41]=[N:40][N:39]=2)[CH2:33][CH2:32]1)[CH:28]=[CH2:29]. Given the product [O:18]=[C:17]1[C:16]([CH2:15][C:12]2[CH:13]=[CH:14][C:9]([C:4]3[C:3]([C:1]#[N:2])=[CH:8][CH:7]=[CH:6][CH:5]=3)=[CH:10][CH:11]=2)=[C:22]([CH2:23][CH2:24][CH3:25])[N:39]2[N:40]=[CH:41][N:42]=[C:38]2[N:37]1[CH:34]1[CH2:33][CH2:32][CH:31]([O:30][CH2:27][CH:28]=[CH2:29])[CH2:36][CH2:35]1, predict the reactants needed to synthesize it. (6) The reactants are: [NH2:1][C:2]1[N:11]=[CH:10][C:9]2[C:8](=[O:12])[CH2:7][CH:6]([C:13]3[CH:18]=[CH:17][CH:16]=[CH:15][C:14]=3Br)[CH2:5][C:4]=2[N:3]=1.NC1N=CC2C(=O)CC([C:32]3[CH:37]=[CH:36][C:35](F)=[CH:34][C:33]=3[C:39]3[CH:40]=[N:41]C=CC=3)CC=2N=1. Given the product [NH2:1][C:2]1[N:11]=[CH:10][C:9]2[C:8](=[O:12])[CH2:7][CH:6]([C:13]3[CH:18]=[CH:17][CH:16]=[CH:15][C:14]=3[C:32]3[CH:37]=[CH:36][CH:35]=[C:34]4[C:33]=3[CH:39]=[CH:40][NH:41]4)[CH2:5][C:4]=2[N:3]=1, predict the reactants needed to synthesize it. (7) Given the product [C:1]([CH:5]1[N:14]2[C:9](=[CH:10][C:11](=[O:20])[C:12]([C:15]([OH:17])=[O:16])=[CH:13]2)[C:8]2[CH:21]=[C:22]([O:34][CH3:35])[C:23]([O:25][CH2:26][CH2:27][CH2:28][N:29]3[CH:33]=[CH:32][CH:31]=[N:30]3)=[CH:24][C:7]=2[CH2:6]1)([CH3:4])([CH3:2])[CH3:3], predict the reactants needed to synthesize it. The reactants are: [C:1]([CH:5]1[N:14]2[C:9](=[CH:10][C:11](=[O:20])[C:12]([C:15]([O:17]CC)=[O:16])=[CH:13]2)[C:8]2[CH:21]=[C:22]([O:34][CH3:35])[C:23]([O:25][CH2:26][CH2:27][CH2:28][N:29]3[CH:33]=[CH:32][CH:31]=[N:30]3)=[CH:24][C:7]=2[CH2:6]1)([CH3:4])([CH3:3])[CH3:2].[OH-].[Na+].Cl. (8) Given the product [CH2:35]([O:42][C:43]1[CH:44]=[CH:45][C:46]([C@@H:54]([O:70][Si:71]([C:74]([CH3:76])([CH3:77])[CH3:75])([CH3:72])[CH3:73])[CH2:55][NH:56][C:57]([CH3:69])([CH3:68])[CH2:58][C:59]2[CH:60]=[C:61]([CH:65]=[CH:66][CH:67]=2)[C:21]([NH:20][CH2:19][C:10]2[C:11]([NH:12][CH:13]3[CH2:18][CH2:17][O:16][CH2:15][CH2:14]3)=[C:6]3[CH:5]=[N:4][N:3]([CH2:1][CH3:2])[C:7]3=[N:8][C:9]=2[CH2:33][CH3:34])=[O:32])=[C:47]2[C:52]=1[NH:51][C:50](=[O:53])[CH:49]=[CH:48]2)[C:36]1[CH:37]=[CH:38][CH:39]=[CH:40][CH:41]=1, predict the reactants needed to synthesize it. The reactants are: [CH2:1]([N:3]1[C:7]2=[N:8][C:9]([CH2:33][CH3:34])=[C:10]([CH2:19][NH:20][C:21](=[O:32])C3C=CC=C(CC(=O)C)C=3)[C:11]([NH:12][CH:13]3[CH2:18][CH2:17][O:16][CH2:15][CH2:14]3)=[C:6]2[CH:5]=[N:4]1)[CH3:2].[CH2:35]([O:42][C:43]1[CH:44]=[CH:45][C:46]([C@@H:54]([O:70][Si:71]([C:74]([CH3:77])([CH3:76])[CH3:75])([CH3:73])[CH3:72])[CH2:55][NH:56][C:57]([CH3:69])([CH3:68])[CH2:58][C:59]2[CH:60]=[C:61]([CH:65]=[CH:66][CH:67]=2)C(O)=O)=[C:47]2[C:52]=1[NH:51][C:50](=[O:53])[CH:49]=[CH:48]2)[C:36]1[CH:41]=[CH:40][CH:39]=[CH:38][CH:37]=1. (9) The reactants are: [CH2:1]([O:3][P:4]([CH2:9][C:10]1[CH:15]=[CH:14][C:13]([NH:16][C:17]2[N:22]=[C:21]([NH:23][C:24]3[CH:32]=[CH:31][C:30](Br)=[C:29]4[C:25]=3[C:26](=[O:35])[N:27]([CH3:34])[CH2:28]4)[C:20]([C:36]([F:39])([F:38])[F:37])=[CH:19][N:18]=2)=[CH:12][CH:11]=1)(=[O:8])[O:5][CH2:6][CH3:7])[CH3:2].[C:40]([N:43]1[CH2:48][CH2:47][NH:46][CH2:45][CH2:44]1)(=[O:42])[CH3:41].C([O-])([O-])=O.[Cs+].[Cs+]. Given the product [CH2:1]([O:3][P:4]([CH2:9][C:10]1[CH:15]=[CH:14][C:13]([NH:16][C:17]2[N:22]=[C:21]([NH:23][C:24]3[CH:32]=[CH:31][C:30]([N:46]4[CH2:47][CH2:48][N:43]([C:40](=[O:42])[CH3:41])[CH2:44][CH2:45]4)=[C:29]4[C:25]=3[C:26](=[O:35])[N:27]([CH3:34])[CH2:28]4)[C:20]([C:36]([F:39])([F:38])[F:37])=[CH:19][N:18]=2)=[CH:12][CH:11]=1)(=[O:8])[O:5][CH2:6][CH3:7])[CH3:2], predict the reactants needed to synthesize it.